From a dataset of Full USPTO retrosynthesis dataset with 1.9M reactions from patents (1976-2016). Predict the reactants needed to synthesize the given product. (1) The reactants are: [CH2:1]([N:3]([CH:34]1[CH2:39][CH2:38][O:37][CH2:36][CH2:35]1)[C:4]1[C:5]([CH3:33])=[C:6]([CH:22]=[C:23]([C:25]2[CH:26]=[N:27][C:28]([CH2:31]O)=[CH:29][CH:30]=2)[CH:24]=1)[C:7]([NH:9][CH2:10][C:11]1[C:12](=[O:21])[NH:13][C:14]([CH3:20])=[CH:15][C:16]=1[CH:17]([CH3:19])[CH3:18])=[O:8])[CH3:2].CS(Cl)(=O)=O.CCN(C(C)C)C(C)C.Cl.[OH:55][C@H:56]1[CH2:61][CH2:60][CH2:59][NH:58][CH2:57]1. Given the product [CH2:1]([N:3]([CH:34]1[CH2:39][CH2:38][O:37][CH2:36][CH2:35]1)[C:4]1[C:5]([CH3:33])=[C:6]([CH:22]=[C:23]([C:25]2[CH:26]=[N:27][C:28]([CH2:31][N:58]3[CH2:59][CH2:60][CH2:61][C@H:56]([OH:55])[CH2:57]3)=[CH:29][CH:30]=2)[CH:24]=1)[C:7]([NH:9][CH2:10][C:11]1[C:12](=[O:21])[NH:13][C:14]([CH3:20])=[CH:15][C:16]=1[CH:17]([CH3:18])[CH3:19])=[O:8])[CH3:2], predict the reactants needed to synthesize it. (2) Given the product [CH3:1][O:2][C:3]([C:5]1[N:6]([C:27]2[CH:28]=[CH:29][CH:30]=[CH:31][CH:32]=2)[C:7]2[C:12]([C:13](=[O:25])[C:14]=1[CH2:15][C:16]1[CH:17]=[N:18][C:19]([C:22](=[O:23])[N:51]([CH3:53])[CH3:52])=[CH:20][CH:21]=1)=[CH:11][CH:10]=[C:9]([CH3:26])[N:8]=2)=[O:4], predict the reactants needed to synthesize it. The reactants are: [CH3:1][O:2][C:3]([C:5]1[N:6]([C:27]2[CH:32]=[CH:31][CH:30]=[CH:29][CH:28]=2)[C:7]2[C:12]([C:13](=[O:25])[C:14]=1[CH2:15][C:16]1[CH:17]=[N:18][C:19]([C:22](O)=[O:23])=[CH:20][CH:21]=1)=[CH:11][CH:10]=[C:9]([CH3:26])[N:8]=2)=[O:4].F[P-](F)(F)(F)(F)F.N1(O[P+](N(C)C)(N(C)C)[N:51]([CH3:53])[CH3:52])C2C=CC=CC=2N=N1.CC(N(C)C)=O.CCN(C(C)C)C(C)C.